Dataset: Full USPTO retrosynthesis dataset with 1.9M reactions from patents (1976-2016). Task: Predict the reactants needed to synthesize the given product. (1) Given the product [Br-:1].[CH3:12][O:11][C:9]1[CH:8]=[CH:7][CH:6]=[C:5]2[C:10]=1[CH:2]([P+:20]([C:21]1[CH:22]=[CH:23][CH:24]=[CH:25][CH:26]=1)([C:27]1[CH:32]=[CH:31][CH:30]=[CH:29][CH:28]=1)[C:14]1[CH:15]=[CH:16][CH:17]=[CH:18][CH:19]=1)[O:3][C:4]2=[O:13], predict the reactants needed to synthesize it. The reactants are: [Br:1][CH:2]1[C:10]2[C:5](=[CH:6][CH:7]=[CH:8][C:9]=2[O:11][CH3:12])[C:4](=[O:13])[O:3]1.[C:14]1([P:20]([C:27]2[CH:32]=[CH:31][CH:30]=[CH:29][CH:28]=2)[C:21]2[CH:26]=[CH:25][CH:24]=[CH:23][CH:22]=2)[CH:19]=[CH:18][CH:17]=[CH:16][CH:15]=1. (2) Given the product [Cl:29][C:7]1[CH:8]=[N:9][C:10]2[C:5](=[CH:4][C:3]([O:2][CH3:1])=[CH:12][CH:11]=2)[N:6]=1, predict the reactants needed to synthesize it. The reactants are: [CH3:1][O:2][C:3]1[CH:4]=[C:5]2[C:10](=[CH:11][CH:12]=1)[NH:9][C:8](=O)[CH:7]=[N:6]2.COC1C=C2C(N=CC(=O)N2)=CC=1.O=P(Cl)(Cl)[Cl:29].